From a dataset of Retrosynthesis with 50K atom-mapped reactions and 10 reaction types from USPTO. Predict the reactants needed to synthesize the given product. (1) Given the product Cc1cc(C)c(CC(=O)Nc2cc3ccccc3cc2C(=O)N[C@H](C(=O)O)C2CCCCC2)c(C)c1, predict the reactants needed to synthesize it. The reactants are: COC(=O)[C@@H](NC(=O)c1cc2ccccc2cc1NC(=O)Cc1c(C)cc(C)cc1C)C1CCCCC1. (2) Given the product Cc1nc(N2CCN(S(=O)(=O)c3ccc(OC(F)(F)F)cc3)[C@@H](C(=O)O)C2)sc1C(=O)OC(C)(C)C, predict the reactants needed to synthesize it. The reactants are: Cc1nc(N2CCN(S(=O)(=O)c3ccc(OC(F)(F)F)cc3)[C@@H](C(=O)OCc3ccccc3)C2)sc1C(=O)OC(C)(C)C. (3) Given the product CN1CCN(CCCOc2ccc(OCc3ccccc3)c(C(=O)Nc3cc(-c4ccccc4)ccc3C(=O)OC(C)(C)C)c2)CC1, predict the reactants needed to synthesize it. The reactants are: CC(C)(C)OC(=O)c1ccc(-c2ccccc2)cc1NC(=O)c1cc(O)ccc1OCc1ccccc1.CN1CCN(CCCBr)CC1. (4) Given the product CC(C)(C)OC(=O)C1CCC(Oc2ccc([N+](=O)[O-])cn2)CC1, predict the reactants needed to synthesize it. The reactants are: CC(C)(C)OC(=O)C1CCC(O)CC1.O=[N+]([O-])c1ccc(F)nc1. (5) Given the product CC(=O)OCc1cccc(C(=O)C(C(=O)c2cc(F)cc(F)c2)=C2Nc3ccccc3N2)c1, predict the reactants needed to synthesize it. The reactants are: CC(=O)[O-].O=C(C(C(=O)c1cccc(CCl)c1)=C1Nc2ccccc2N1)c1cc(F)cc(F)c1. (6) Given the product Cc1nnnn1-c1ccc(Br)cc1N, predict the reactants needed to synthesize it. The reactants are: Cc1nnnn1-c1ccc(Br)cc1[N+](=O)[O-]. (7) Given the product CC(C)c1cc(Nc2cc(Cl)nc(NCc3cc(-c4ccccc4)no3)n2)n[nH]1, predict the reactants needed to synthesize it. The reactants are: CC(C)c1cc(Nc2cc(Cl)nc(Cl)n2)n[nH]1.NCc1cc(-c2ccccc2)no1. (8) Given the product OCCCC(COc1ccc(F)cc1)OCc1ccccc1, predict the reactants needed to synthesize it. The reactants are: C=CCC(COc1ccc(F)cc1)OCc1ccccc1.OO. (9) Given the product CC(C)(C)OC(=O)NC1(c2ccc(-c3nc4c5cc(-c6cccc(C#N)c6)ccc5nn4cc3-c3ccccc3)cc2)CCC1, predict the reactants needed to synthesize it. The reactants are: CC(C)(C)OC(=O)NC1(c2ccc(-c3nc4c5cc(Br)ccc5nn4cc3-c3ccccc3)cc2)CCC1.N#Cc1cccc(B(O)O)c1.